Dataset: Full USPTO retrosynthesis dataset with 1.9M reactions from patents (1976-2016). Task: Predict the reactants needed to synthesize the given product. (1) The reactants are: [Br:1][C:2]1[CH:7]=[CH:6][C:5]([C:8]2[CH:13]=[CH:12][C:11]([CH2:14][C:15]3[N:16]([C:28]4[CH:33]=[CH:32][C:31]([N:34]5[S:38](=[O:40])(=[O:39])[NH:37][C:36](=[O:41])[CH2:35]5)=[CH:30][CH:29]=4)[CH:17]=[C:18]([C:20]4[CH:25]=[CH:24][C:23]([Cl:26])=[CH:22][C:21]=4[Cl:27])[N:19]=3)=[CH:10][CH:9]=2)=[CH:4][CH:3]=1.[CH3:42][Si:43]([CH3:50])([CH3:49])[CH2:44][CH2:45][O:46][CH2:47]Cl. Given the product [Br:1][C:2]1[CH:7]=[CH:6][C:5]([C:8]2[CH:9]=[CH:10][C:11]([CH2:14][C:15]3[N:16]([C:28]4[CH:33]=[CH:32][C:31]([N:34]5[S:38](=[O:40])(=[O:39])[N:37]([CH2:47][O:46][CH2:45][CH2:44][Si:43]([CH3:50])([CH3:49])[CH3:42])[C:36](=[O:41])[CH2:35]5)=[CH:30][CH:29]=4)[CH:17]=[C:18]([C:20]4[CH:25]=[CH:24][C:23]([Cl:26])=[CH:22][C:21]=4[Cl:27])[N:19]=3)=[CH:12][CH:13]=2)=[CH:4][CH:3]=1, predict the reactants needed to synthesize it. (2) Given the product [C:35]1([CH:7]([C:1]2[CH:2]=[CH:3][CH:4]=[CH:5][CH:6]=2)[CH2:8][CH2:9][NH:10][C:11](=[O:34])[C:12]2[CH:17]=[CH:16][C:15]([N:18]3[C:22]([C:23]([F:25])([F:26])[F:24])=[CH:21][C:20]([C:28]4[CH:29]=[N:30][CH:31]=[CH:32][CH:33]=4)=[N:19]3)=[N:14][CH:13]=2)[CH:36]=[CH:37][CH:38]=[CH:39][CH:40]=1, predict the reactants needed to synthesize it. The reactants are: [C:1]1([CH:7]([C:35]2[CH:40]=[CH:39][CH:38]=[CH:37][CH:36]=2)[CH2:8][CH2:9][NH:10][C:11](=[O:34])[C:12]2[CH:17]=[CH:16][C:15]([N:18]3[C:22](O)([C:23]([F:26])([F:25])[F:24])[CH2:21][C:20]([C:28]4[CH:29]=[N:30][CH:31]=[CH:32][CH:33]=4)=[N:19]3)=[N:14][CH:13]=2)[CH:6]=[CH:5][CH:4]=[CH:3][CH:2]=1.